Dataset: Forward reaction prediction with 1.9M reactions from USPTO patents (1976-2016). Task: Predict the product of the given reaction. Given the reactants [OH:1][CH:2]1[CH2:5][N:4]([C:6]2[CH:7]=[N:8][CH:9]=[C:10]([CH:15]=2)[C:11]([O:13][CH3:14])=[O:12])[CH2:3]1.CC(OI1(OC(C)=O)(OC(C)=O)OC(=O)C2C=CC=CC1=2)=O, predict the reaction product. The product is: [O:1]=[C:2]1[CH2:5][N:4]([C:6]2[CH:7]=[N:8][CH:9]=[C:10]([CH:15]=2)[C:11]([O:13][CH3:14])=[O:12])[CH2:3]1.